From a dataset of Full USPTO retrosynthesis dataset with 1.9M reactions from patents (1976-2016). Predict the reactants needed to synthesize the given product. Given the product [CH2:1]([C:3]1[CH:4]=[C:5]([C:11]2[CH:16]=[CH:15][C:14]([C:17](=[O:19])[CH2:18][C:26]#[N:25])=[CH:13][CH:12]=2)[CH:6]=[CH:7][C:8]=1[O:9][CH3:10])[CH3:2], predict the reactants needed to synthesize it. The reactants are: [CH2:1]([C:3]1[CH:4]=[C:5]([C:11]2[CH:16]=[CH:15][C:14]([C:17](=[O:19])[CH3:18])=[CH:13][CH:12]=2)[CH:6]=[CH:7][C:8]=1[O:9][CH3:10])[CH3:2].FC(F)(F)C(O[NH:25][C:26](=O)C(F)(F)F)=O.CCOC(C)=O.